Dataset: CYP2C19 inhibition data for predicting drug metabolism from PubChem BioAssay. Task: Regression/Classification. Given a drug SMILES string, predict its absorption, distribution, metabolism, or excretion properties. Task type varies by dataset: regression for continuous measurements (e.g., permeability, clearance, half-life) or binary classification for categorical outcomes (e.g., BBB penetration, CYP inhibition). Dataset: cyp2c19_veith. The compound is Cc1cc(C(C)(C)CC(C)(C)C)ccc1OCCOCC[N+](C)(C)Cc1ccccc1. The result is 0 (non-inhibitor).